This data is from Reaction yield outcomes from USPTO patents with 853,638 reactions. The task is: Predict the reaction yield, written as a fraction of the theoretical maximum amount of product (1.0 means a 100% yield; for example, 0.34 means a 34% yield). (1) The reactants are [C:1]([C:3]1[CH:4]=[N:5][N:6]([CH3:8])[CH:7]=1)#[CH:2].[Br:9][C:10]1[CH:15]=[C:14]([NH:16][S:17]([CH3:20])(=[O:19])=[O:18])[C:13](I)=[CH:12][N:11]=1.C(N(CC)CC)C. The catalyst is CN(C=O)C.[Cu]I.Cl[Pd](Cl)([P](C1C=CC=CC=1)(C1C=CC=CC=1)C1C=CC=CC=1)[P](C1C=CC=CC=1)(C1C=CC=CC=1)C1C=CC=CC=1. The product is [Br:9][C:10]1[N:11]=[CH:12][C:13]2[CH:2]=[C:1]([C:3]3[CH:4]=[N:5][N:6]([CH3:8])[CH:7]=3)[N:16]([S:17]([CH3:20])(=[O:19])=[O:18])[C:14]=2[CH:15]=1. The yield is 0.459. (2) The yield is 0.590. The reactants are [Cl:1][C:2]1[CH:3]=[CH:4][C:5]([NH:17][C:18]([NH:20][N:21]=[C:22]([C:24]2[C:28]([OH:29])=[C:27]([C:30]3[CH:35]=[CH:34][C:33]([C:36]([F:39])([F:38])[F:37])=[CH:32][CH:31]=3)[N:26]([CH3:40])[N:25]=2)[CH3:23])=[S:19])=[C:6]([CH:16]=1)[O:7][CH2:8][CH2:9][CH2:10][C:11]([O:13]CC)=[O:12].[OH-].[Na+].Cl. The catalyst is C(O)C. The product is [Cl:1][C:2]1[CH:3]=[CH:4][C:5]([NH:17][C:18]([NH:20][N:21]=[C:22]([C:24]2[C:28]([OH:29])=[C:27]([C:30]3[CH:31]=[CH:32][C:33]([C:36]([F:38])([F:37])[F:39])=[CH:34][CH:35]=3)[N:26]([CH3:40])[N:25]=2)[CH3:23])=[S:19])=[C:6]([CH:16]=1)[O:7][CH2:8][CH2:9][CH2:10][C:11]([OH:13])=[O:12]. (3) The reactants are [CH3:1][O:2][C:3]1[C:7]2[C:8](=[O:25])[N:9]([CH2:16][C:17](=[O:24])[C:18]3[CH:23]=[CH:22][CH:21]=[CH:20][CH:19]=3)[C:10]3[CH:11]=[CH:12][CH:13]=[CH:14][C:15]=3[C:6]=2[N:5]([CH3:26])[C:4]=1[C:27]([NH:29][CH:30]1[CH2:35][CH2:34][NH:33][CH2:32][CH2:31]1)=[O:28].I[C:37]1[CH:42]=[CH:41][CH:40]=[CH:39][N:38]=1.C(=O)([O-])[O-].[K+].[K+].BrC1C=CC=CN=1.C(N(CC)CC)C. The catalyst is CN(C=O)C.O. The product is [CH3:1][O:2][C:3]1[C:7]2[C:8](=[O:25])[N:9]([CH2:16][C:17](=[O:24])[C:18]3[CH:23]=[CH:22][CH:21]=[CH:20][CH:19]=3)[C:10]3[CH:11]=[CH:12][CH:13]=[CH:14][C:15]=3[C:6]=2[N:5]([CH3:26])[C:4]=1[C:27]([NH:29][CH:30]1[CH2:31][CH2:32][N:33]([C:37]2[CH:42]=[CH:41][CH:40]=[CH:39][N:38]=2)[CH2:34][CH2:35]1)=[O:28]. The yield is 0.120. (4) The reactants are Br[C:2]1[CH:3]=[C:4]2[C:10]([C:11]3[N:16]=[C:15]([N:17]4[CH2:22][CH2:21][CH2:20][C@H:19]([NH:23]C(=O)OC(C)(C)C)[CH2:18]4)[CH:14]=[CH:13][CH:12]=3)=[N:9][N:8](C3CCCCO3)[C:5]2=[CH:6][N:7]=1.CC([NH:41][C:42]([NH2:44])=[O:43])(C)C. No catalyst specified. The product is [NH2:23][C@H:19]1[CH2:20][CH2:21][CH2:22][N:17]([C:15]2[N:16]=[C:11]([C:10]3[C:4]4[C:5](=[CH:6][N:7]=[C:2]([NH:41][C:42]([NH2:44])=[O:43])[CH:3]=4)[NH:8][N:9]=3)[CH:12]=[CH:13][CH:14]=2)[CH2:18]1. The yield is 0.230. (5) The reactants are C[N:2]1[C:7](=[O:8])[C:6]2=[C:9]([S:26][CH3:27])[N:10]([CH2:12][C:13]3[CH:18]=[CH:17][C:16]([C:19]4[CH:24]=[CH:23][CH:22]=[C:21]([F:25])[N:20]=4)=[CH:15][CH:14]=3)[N:11]=[C:5]2[N:4]2[C@H:28]3[CH2:33][CH2:32][CH2:31][C@H:29]3[N:30]=[C:3]12.P12(SP3(SP(SP(S3)(S1)=S)(=S)S2)=S)=S.N. The catalyst is CO. The product is [CH3:27][S:26][C:9]1[N:10]([CH2:12][C:13]2[CH:18]=[CH:17][C:16]([C:19]3[CH:24]=[CH:23][CH:22]=[C:21]([F:25])[N:20]=3)=[CH:15][CH:14]=2)[N:11]=[C:5]2[N:4]3[C@H:28]4[CH2:33][CH2:32][CH2:31][C@H:29]4[N:30]=[C:3]3[NH:2][C:7](=[O:8])[C:6]=12. The yield is 0.440.